From a dataset of Full USPTO retrosynthesis dataset with 1.9M reactions from patents (1976-2016). Predict the reactants needed to synthesize the given product. (1) Given the product [C:22]([O:26][C:27]([N:29]1[CH2:34][CH2:33][CH:32]([CH2:35][CH2:36][CH2:37][N:38]2[CH2:20][C:16]3[N:15]4[C:11](=[CH:12][N:13]=[C:14]4[CH:19]=[CH:18][CH:17]=3)[C:6]2=[O:8])[CH2:31][CH2:30]1)=[O:28])([CH3:25])([CH3:24])[CH3:23], predict the reactants needed to synthesize it. The reactants are: S(O)(O)(=O)=O.[C:6]([C:11]1[N:15]2[C:16]([CH2:20]Cl)=[CH:17][CH:18]=[CH:19][C:14]2=[N:13][CH:12]=1)([O:8]CC)=O.[C:22]([O:26][C:27]([N:29]1[CH2:34][CH2:33][CH:32]([CH2:35][CH2:36][CH2:37][NH2:38])[CH2:31][CH2:30]1)=[O:28])([CH3:25])([CH3:24])[CH3:23].C(N(CC)CC)C. (2) The reactants are: I[C:2]1[C:7]([OH:8])=[CH:6][CH:5]=[CH:4][N:3]=1.[C:9]([O:13][C:14](=[O:25])[NH:15][C@H:16]1[CH2:20][CH2:19][N:18]([CH2:21][C:22]#[CH:23])[C:17]1=[O:24])([CH3:12])([CH3:11])[CH3:10].C(N(CC)CC)C. Given the product [C:9]([O:13][C:14](=[O:25])[NH:15][C@H:16]1[CH2:20][CH2:19][N:18]([CH2:21][C:22]2[O:8][C:7]3[C:2](=[N:3][CH:4]=[CH:5][CH:6]=3)[CH:23]=2)[C:17]1=[O:24])([CH3:12])([CH3:10])[CH3:11], predict the reactants needed to synthesize it. (3) Given the product [CH3:1][N:2]([C@@H:3]1[CH2:12][C:11]2[C:6](=[CH:7][CH:8]=[CH:9][CH:10]=2)[NH:5][CH2:4]1)[C:21](=[O:22])[O:20][CH2:13][C:14]1[CH:19]=[CH:18][CH:17]=[CH:16][CH:15]=1, predict the reactants needed to synthesize it. The reactants are: [CH3:1][NH:2][C@@H:3]1[CH2:12][C:11]2[C:6](=[CH:7][CH:8]=[CH:9][CH:10]=2)[NH:5][CH2:4]1.[CH2:13]([O:20][C:21](ON1C(=O)CCC1=O)=[O:22])[C:14]1[CH:19]=[CH:18][CH:17]=[CH:16][CH:15]=1.C(O)(=O)/C=C\C(O)=O.CN[C@@H]1CC2C(=CC=CC=2)NC1.